This data is from Full USPTO retrosynthesis dataset with 1.9M reactions from patents (1976-2016). The task is: Predict the reactants needed to synthesize the given product. (1) Given the product [F:1][CH:2]([F:26])[O:3][C:4]1[CH:9]=[CH:8][C:7]([CH:10]([OH:11])[C:12]([C:18]2[CH:23]=[C:22]([F:24])[CH:21]=[C:20]([F:25])[CH:19]=2)=[O:30])=[CH:6][CH:5]=1, predict the reactants needed to synthesize it. The reactants are: [F:1][CH:2]([F:26])[O:3][C:4]1[CH:9]=[CH:8][C:7]([CH:10]([C:12]2([C:18]3[CH:23]=[C:22]([F:24])[CH:21]=[C:20]([F:25])[CH:19]=3)SCCCS2)[OH:11])=[CH:6][CH:5]=1.FC(F)(F)C(OC1C(OC(=O)C(F)(F)F)=C(I)C=CC=1)=[O:30].CCCCCC.CCOC(C)=O. (2) Given the product [ClH:26].[Br:19][C:20]1[CH:21]=[C:22]([Cl:27])[C:23]([N:8]2[CH2:9][CH2:10][CH2:11][C:6]3([CH2:2][NH:3][CH2:4][CH2:5]3)[CH2:7]2)=[N:24][CH:25]=1, predict the reactants needed to synthesize it. The reactants are: Cl.[CH2:2]1[C:6]2([CH2:11][CH2:10][CH2:9][NH:8][CH2:7]2)[CH2:5][CH2:4][N:3]1C(OC(C)(C)C)=O.[Br:19][C:20]1[CH:21]=[C:22]([Cl:27])[C:23]([Cl:26])=[N:24][CH:25]=1.C(=O)([O-])[O-].[K+].[K+]. (3) Given the product [CH3:26][C:23]1[N:22]=[C:21]([CH2:20][P:11](=[O:18])([O:15][CH2:16][CH3:17])[O:12][CH2:13][CH3:14])[O:25][N:24]=1, predict the reactants needed to synthesize it. The reactants are: [Li+].C[Si]([N-][Si](C)(C)C)(C)C.[P:11]([O-:18])([O:15][CH2:16][CH3:17])[O:12][CH2:13][CH3:14].Cl[CH2:20][C:21]1[O:25][N:24]=[C:23]([CH3:26])[N:22]=1.